From a dataset of Forward reaction prediction with 1.9M reactions from USPTO patents (1976-2016). Predict the product of the given reaction. (1) Given the reactants CN1C(=O)CCC1.[CH3:8][C:9]([O-:12])(C)[CH3:10].[Na+].CC(O)C.Br[C:19]1[CH:20]=[N:21][CH:22]=[C:23]([Br:25])[CH:24]=1, predict the reaction product. The product is: [Br:25][C:23]1[CH:22]=[N:21][CH:20]=[C:19]([O:12][CH:9]([CH3:10])[CH3:8])[CH:24]=1. (2) Given the reactants [OH-].[Li+].[Br:3][C:4]1[N:5]([C:17]2[C:26]3[C:21](=[CH:22][CH:23]=[CH:24][CH:25]=3)[C:20]([CH:27]3[CH2:29][CH2:28]3)=[CH:19][CH:18]=2)[C:6]([S:9]CCC(OCC)=O)=[N:7][N:8]=1.Cl, predict the reaction product. The product is: [Br:3][C:4]1[N:5]([C:17]2[C:26]3[C:21](=[CH:22][CH:23]=[CH:24][CH:25]=3)[C:20]([CH:27]3[CH2:29][CH2:28]3)=[CH:19][CH:18]=2)[C:6]([SH:9])=[N:7][N:8]=1.